From a dataset of Reaction yield outcomes from USPTO patents with 853,638 reactions. Predict the reaction yield, written as a fraction of the theoretical maximum amount of product (1.0 means a 100% yield; for example, 0.34 means a 34% yield). The reactants are Br[C:2]1[CH:7]=[CH:6][C:5]([N:8]([C:13]2[C:32]([CH:33]3[CH2:35][CH2:34]3)=[CH:31][C:16]3[C:17]([C:27]([NH:29][CH3:30])=[O:28])=[C:18]([C:20]4[CH:25]=[CH:24][C:23]([F:26])=[CH:22][CH:21]=4)[O:19][C:15]=3[CH:14]=2)[S:9]([CH3:12])(=[O:11])=[O:10])=[CH:4][C:3]=1[F:36].[B:37]1([B:37]2[O:41][C:40]([CH3:43])([CH3:42])[C:39]([CH3:45])([CH3:44])[O:38]2)[O:41][C:40]([CH3:43])([CH3:42])[C:39]([CH3:45])([CH3:44])[O:38]1.C([O-])(=O)C.[K+]. The catalyst is O1CCOCC1.C1C=CC(P(C2C=CC=CC=2)[C-]2C=CC=C2)=CC=1.C1C=CC(P(C2C=CC=CC=2)[C-]2C=CC=C2)=CC=1.Cl[Pd]Cl.[Fe+2]. The product is [CH:33]1([C:32]2[C:13]([N:8]([C:5]3[CH:6]=[CH:7][C:2]([B:37]4[O:41][C:40]([CH3:43])([CH3:42])[C:39]([CH3:45])([CH3:44])[O:38]4)=[C:3]([F:36])[CH:4]=3)[S:9]([CH3:12])(=[O:11])=[O:10])=[CH:14][C:15]3[O:19][C:18]([C:20]4[CH:21]=[CH:22][C:23]([F:26])=[CH:24][CH:25]=4)=[C:17]([C:27]([NH:29][CH3:30])=[O:28])[C:16]=3[CH:31]=2)[CH2:35][CH2:34]1. The yield is 0.560.